The task is: Predict the product of the given reaction.. This data is from Forward reaction prediction with 1.9M reactions from USPTO patents (1976-2016). (1) Given the reactants CC1(C)C(C)(C)OB([C:9]2[CH:10]=[N:11][N:12](C(OC(C)(C)C)=O)[CH:13]=2)O1.Br[C:23]1[CH:30]=[CH:29][C:26]([C:27]#[N:28])=[C:25]([Cl:31])[CH:24]=1.C(N(CC)CC)C.C(O)(C(F)(F)F)=O, predict the reaction product. The product is: [Cl:31][C:25]1[CH:24]=[C:23]([C:9]2[CH:13]=[N:12][NH:11][CH:10]=2)[CH:30]=[CH:29][C:26]=1[C:27]#[N:28]. (2) Given the reactants [F:1][C:2]1[CH:7]=[C:6]([F:8])[CH:5]=[CH:4][C:3]=1[C:9]1[N:10]=[C:11]2[N:15]([C:16]=1I)[CH:14]=[CH:13][O:12]2.C([Mg]Cl)(C)C.I[C:24]1[CH:25]=[CH:26][C:27]2[N:28]([C:30]([CH:33]([CH3:35])[CH3:34])=[N:31][N:32]=2)[N:29]=1, predict the reaction product. The product is: [F:1][C:2]1[CH:7]=[C:6]([F:8])[CH:5]=[CH:4][C:3]=1[C:9]1[N:10]=[C:11]2[N:15]([C:16]=1[C:24]1[CH:25]=[CH:26][C:27]3[N:28]([C:30]([CH:33]([CH3:35])[CH3:34])=[N:31][N:32]=3)[N:29]=1)[CH:14]=[CH:13][O:12]2. (3) Given the reactants [CH3:1][C:2]1[N:3]=[CH:4][CH:5]=[C:6]2[C:11]=1[C:10](=[O:12])[N:9]([CH3:13])[C:8]1[CH:14]=[C:15]([O:18][CH2:19][C@H:20]([NH:25][C:26](=[O:32])[O:27][C:28]([CH3:31])([CH3:30])[CH3:29])[CH2:21][CH:22]([CH3:24])[CH3:23])[CH:16]=[CH:17][C:7]2=1.C1C(=O)N([Cl:40])C(=O)C1, predict the reaction product. The product is: [Cl:40][C:16]1[C:15]([O:18][CH2:19][C@H:20]([NH:25][C:26](=[O:32])[O:27][C:28]([CH3:30])([CH3:29])[CH3:31])[CH2:21][CH:22]([CH3:24])[CH3:23])=[CH:14][C:8]2[N:9]([CH3:13])[C:10](=[O:12])[C:11]3[C:6]([C:7]=2[CH:17]=1)=[CH:5][CH:4]=[N:3][C:2]=3[CH3:1]. (4) Given the reactants [C:1]1([CH:7]2[CH2:12][CH2:11][CH2:10][C:9](=[N:13]O)[CH2:8]2)[CH:6]=[CH:5][CH:4]=[CH:3][CH:2]=1.[H-].[Al+3].[Li+].[H-].[H-].[H-].O.[OH-].[Na+], predict the reaction product. The product is: [C:1]1([CH:7]2[CH2:12][CH2:11][CH2:10][CH:9]([NH2:13])[CH2:8]2)[CH:6]=[CH:5][CH:4]=[CH:3][CH:2]=1. (5) Given the reactants [C:1]([C:5]1[CH:10]=[CH:9][C:8]([C:11]2[NH:19][C:14]3=[N:15][CH:16]=[CH:17][N:18]=[C:13]3[C:12]=2[CH2:20][CH2:21][CH2:22][NH2:23])=[CH:7][CH:6]=1)([CH3:4])([CH3:3])[CH3:2].[CH2:24]([N:26]([CH2:30][CH3:31])[C:27](Cl)=[O:28])[CH3:25].C(N(CC)CC)C.O, predict the reaction product. The product is: [C:1]([C:5]1[CH:10]=[CH:9][C:8]([C:11]2[NH:19][C:14]3=[N:15][CH:16]=[CH:17][N:18]=[C:13]3[C:12]=2[CH2:20][CH2:21][CH2:22][NH:23][C:27]([N:26]([CH2:30][CH3:31])[CH2:24][CH3:25])=[O:28])=[CH:7][CH:6]=1)([CH3:4])([CH3:2])[CH3:3].